This data is from CYP2D6 inhibition data for predicting drug metabolism from PubChem BioAssay. The task is: Regression/Classification. Given a drug SMILES string, predict its absorption, distribution, metabolism, or excretion properties. Task type varies by dataset: regression for continuous measurements (e.g., permeability, clearance, half-life) or binary classification for categorical outcomes (e.g., BBB penetration, CYP inhibition). Dataset: cyp2d6_veith. (1) The drug is Cc1ccc(S(=O)(=O)NCCn2c(C)cc3ccccc32)cc1. The result is 1 (inhibitor). (2) The drug is COc1ccc(/C=N/OCc2nc3c4c(ncn3n2)Oc2ccc3ccccc3c2C4c2ccccc2)cc1. The result is 0 (non-inhibitor). (3) The molecule is O=C(Nc1cccc(F)c1)N1CCCC2(CCN(C(=O)c3csnn3)CC2)C1. The result is 0 (non-inhibitor). (4) The drug is Cc1[nH]n(-c2ccccc2)c(=S)c1C=Nc1cccc([N+](=O)[O-])c1. The result is 0 (non-inhibitor). (5) The molecule is CO[C@@H]1COC(=O)[C@H]2CCCN2C(=O)C/C=C\[C@H](C)[C@@H](OC)COC(=O)C/C=C\[C@H]1C. The result is 0 (non-inhibitor).